Predict the reactants needed to synthesize the given product. From a dataset of Full USPTO retrosynthesis dataset with 1.9M reactions from patents (1976-2016). (1) Given the product [C:14]([N:7]1[CH2:8][CH2:9][CH2:10][C:11]([CH3:13])([CH3:12])[C:5]2[CH:4]=[CH:3][C:2]([NH:1][C:19]3[N:24]=[C:23]([NH:25][C:26]4[C:35]([F:36])=[CH:34][CH:33]=[CH:32][C:27]=4[C:28]([NH:30][CH3:31])=[O:29])[C:22]([Cl:37])=[CH:21][N:20]=3)=[CH:17][C:6]1=2)(=[O:16])[CH3:15], predict the reactants needed to synthesize it. The reactants are: [NH2:1][C:2]1[CH:3]=[CH:4][C:5]2[C:11]([CH3:13])([CH3:12])[CH2:10][CH2:9][CH2:8][N:7]([C:14](=[O:16])[CH3:15])[C:6]=2[CH:17]=1.Cl[C:19]1[N:24]=[C:23]([NH:25][C:26]2[C:35]([F:36])=[CH:34][CH:33]=[CH:32][C:27]=2[C:28]([NH:30][CH3:31])=[O:29])[C:22]([Cl:37])=[CH:21][N:20]=1. (2) Given the product [C:32]([N:35]1[CH2:29][CH2:28][N:27]([CH2:26][CH2:25][N:2]([CH3:1])[C:3]([N:5]2[CH:9]([C:10]3[CH:15]=[CH:14][CH:13]=[CH:12][CH:11]=3)[CH:8]3[CH2:16][O:17][C:18]4[CH:19]=[CH:20][C:21]([F:24])=[CH:22][C:23]=4[C:7]3=[N:6]2)=[O:4])[CH2:31][CH2:30]1)(=[O:34])[CH3:33], predict the reactants needed to synthesize it. The reactants are: [CH3:1][N:2]([CH2:25][CH2:26][N:27]1[CH2:31][CH2:30][CH2:29][CH2:28]1)[C:3]([N:5]1[CH:9]([C:10]2[CH:15]=[CH:14][CH:13]=[CH:12][CH:11]=2)[CH:8]2[CH2:16][O:17][C:18]3[CH:19]=[CH:20][C:21]([F:24])=[CH:22][C:23]=3[C:7]2=[N:6]1)=[O:4].[C:32]([N:35]1CCNCC1)(=[O:34])[CH3:33].